Dataset: Full USPTO retrosynthesis dataset with 1.9M reactions from patents (1976-2016). Task: Predict the reactants needed to synthesize the given product. (1) Given the product [CH2:34]([O:36][C:37](=[O:40])[CH2:38][NH:39][CH2:28][C@H:26]([OH:27])[CH2:25][O:24][C:20]1[C:21]([CH3:23])=[CH:22][C:17]([C:14]2[N:13]=[C:12]([C:10]3[CH:9]=[C:8]([O:31][CH3:32])[N:7]=[C:6]([CH:1]4[CH2:2][CH2:3][CH2:4][CH2:5]4)[CH:11]=3)[O:16][N:15]=2)=[CH:18][C:19]=1[CH2:29][CH3:30])[CH3:35], predict the reactants needed to synthesize it. The reactants are: [CH:1]1([C:6]2[CH:11]=[C:10]([C:12]3[O:16][N:15]=[C:14]([C:17]4[CH:22]=[C:21]([CH3:23])[C:20]([O:24][CH2:25][C@@H:26]5[CH2:28][O:27]5)=[C:19]([CH2:29][CH3:30])[CH:18]=4)[N:13]=3)[CH:9]=[C:8]([O:31][CH3:32])[N:7]=2)[CH2:5][CH2:4][CH2:3][CH2:2]1.Cl.[CH2:34]([O:36][C:37](=[O:40])[CH2:38][NH2:39])[CH3:35].Cl.C(=O)([O-])[O-].CCN(C(C)C)C(C)C. (2) Given the product [CH3:1][C:2]1[N:3]=[C:4]2[C:13]3[NH:12][C@H:11]([C:14]4[CH:19]=[CH:18][CH:17]=[CH:16][CH:15]=4)[C@:10]([CH2:26][C:27]4[CH:32]=[CH:31][CH:30]=[CH:29][CH:28]=4)([OH:20])[C:9](=[O:21])[C:8]=3[CH:7]=[CH:6][N:5]2[C:22]=1[CH3:23], predict the reactants needed to synthesize it. The reactants are: [CH3:1][C:2]1[N:3]=[C:4]2[C:13]3[NH:12][C@H:11]([C:14]4[CH:19]=[CH:18][CH:17]=[CH:16][CH:15]=4)[C@H:10]([OH:20])[C:9](=[O:21])[C:8]=3[CH:7]=[CH:6][N:5]2[C:22]=1[CH3:23].[OH-].[Na+].[CH2:26](Br)[C:27]1[CH:32]=[CH:31][CH:30]=[CH:29][CH:28]=1.Cl.